The task is: Regression. Given two drug SMILES strings and cell line genomic features, predict the synergy score measuring deviation from expected non-interaction effect.. This data is from NCI-60 drug combinations with 297,098 pairs across 59 cell lines. Drug 1: CC1CCC2CC(C(=CC=CC=CC(CC(C(=O)C(C(C(=CC(C(=O)CC(OC(=O)C3CCCCN3C(=O)C(=O)C1(O2)O)C(C)CC4CCC(C(C4)OC)O)C)C)O)OC)C)C)C)OC. Drug 2: B(C(CC(C)C)NC(=O)C(CC1=CC=CC=C1)NC(=O)C2=NC=CN=C2)(O)O. Cell line: OVCAR-4. Synergy scores: CSS=49.5, Synergy_ZIP=-3.68, Synergy_Bliss=-1.77, Synergy_Loewe=-3.39, Synergy_HSA=-1.50.